From a dataset of Reaction yield outcomes from USPTO patents with 853,638 reactions. Predict the reaction yield, written as a fraction of the theoretical maximum amount of product (1.0 means a 100% yield; for example, 0.34 means a 34% yield). (1) The reactants are Br[C:2]1[CH:7]=[CH:6][C:5]([Cl:8])=[CH:4][N:3]=1.[CH3:9][O:10][C:11]1[CH:16]=[C:15](B2OC(C)(C)C(C)(C)O2)[CH:14]=[CH:13][N:12]=1.C([O-])([O-])=O.[K+].[K+]. The catalyst is CS(C)=O.Cl[Pd]Cl. The product is [Cl:8][C:5]1[CH:6]=[CH:7][C:2]([C:15]2[CH:14]=[CH:13][N:12]=[C:11]([O:10][CH3:9])[CH:16]=2)=[N:3][CH:4]=1. The yield is 0.340. (2) The reactants are [CH2:1]([N:7]([C:14]1[S:18][C:17]([C:19](=O)[C:20]([OH:23])([CH3:22])[CH3:21])=[CH:16][CH:15]=1)[CH2:8][CH2:9][CH2:10][CH2:11][CH2:12][CH3:13])[CH2:2][CH2:3][CH2:4][CH2:5][CH3:6].[C:25](#[N:29])[CH2:26][C:27]#[N:28].C(O)(=O)C.[N:34]1C=C[CH:37]=[CH:36][CH:35]=1. The catalyst is O. The product is [C:35]([C:36]1[C:37](=[C:26]([C:25]#[N:29])[C:27]#[N:28])[O:23][C:20]([CH3:22])([CH3:21])[C:19]=1[C:17]1[S:18][C:14]([N:7]([CH2:8][CH2:9][CH2:10][CH2:11][CH2:12][CH3:13])[CH2:1][CH2:2][CH2:3][CH2:4][CH2:5][CH3:6])=[CH:15][CH:16]=1)#[N:34]. The yield is 0.0600. (3) The reactants are [C:1]1([C:22]2[CH:27]=[CH:26][CH:25]=[CH:24][CH:23]=2)[CH:6]=[CH:5][CH:4]=[CH:3][C:2]=1[NH:7][C:8]([O:10][CH:11]1[CH2:16]CN(CCC(O)=O)C[CH2:12]1)=[O:9].CCN=[C:31]=[N:32][CH2:33][CH2:34][CH2:35][N:36]([CH3:38])[CH3:37].Cl.[OH:40]N1C2N=CC=CC=2N=N1.[CH2:50]([N:57]([CH2:74][C@@H:75]([C:84]1[CH:93]=[CH:92][C:91]([O:94][CH2:95][C:96]2[CH:101]=[CH:100][CH:99]=[CH:98][CH:97]=2)=[C:90]2[C:85]=1[CH:86]=[CH:87][C:88](=[O:102])[NH:89]2)[O:76][Si:77]([C:80]([CH3:83])([CH3:82])[CH3:81])([CH3:79])[CH3:78])[CH2:58][CH2:59][C:60]1[CH:61]=[C:62]([NH:66][C:67](=[O:73])[CH2:68][CH2:69][CH2:70]NC)[CH:63]=[CH:64][CH:65]=1)[C:51]1[CH:56]=[CH:55][CH:54]=[CH:53][CH:52]=1.N1C(C)=CC=CC=1C. The catalyst is CN(C=O)C.C(Cl)Cl.O. The product is [CH2:50]([N:57]([CH2:74][C@@H:75]([C:84]1[CH:93]=[CH:92][C:91]([O:94][CH2:95][C:96]2[CH:101]=[CH:100][CH:99]=[CH:98][CH:97]=2)=[C:90]2[C:85]=1[CH:86]=[CH:87][C:88](=[O:102])[NH:89]2)[O:76][Si:77]([C:80]([CH3:83])([CH3:82])[CH3:81])([CH3:79])[CH3:78])[CH2:58][CH2:59][C:60]1[CH:61]=[C:62]([NH:66][C:67]([CH2:68][CH2:69][CH2:70][N:32]([CH3:31])[C:33]([CH2:34][CH2:35][N:36]2[CH2:37][CH2:12][CH:11]([O:10][C:8](=[O:9])[NH:7][C:2]3[CH:3]=[CH:4][CH:5]=[CH:6][C:1]=3[C:22]3[CH:23]=[CH:24][CH:25]=[CH:26][CH:27]=3)[CH2:16][CH2:38]2)=[O:40])=[O:73])[CH:63]=[CH:64][CH:65]=1)[C:51]1[CH:56]=[CH:55][CH:54]=[CH:53][CH:52]=1. The yield is 0.720. (4) The reactants are C1([O:7][C:8](=O)[NH:9][C:10]2[CH:15]=[CH:14][C:13]([O:16][C:17]3[C:26]4[C:21](=[CH:22][C:23]([O:29][CH3:30])=[C:24]([C:27]#[N:28])[CH:25]=4)[N:20]=[CH:19][CH:18]=3)=[CH:12][CH:11]=2)C=CC=CC=1.[NH2:32][C:33]1[CH:38]=[CH:37][CH:36]=[CH:35][N:34]=1.O. The catalyst is CS(C)=O. The product is [C:27]([C:24]1[CH:25]=[C:26]2[C:21](=[CH:22][C:23]=1[O:29][CH3:30])[N:20]=[CH:19][CH:18]=[C:17]2[O:16][C:13]1[CH:14]=[CH:15][C:10]([NH:9][C:8]([NH:32][C:33]2[CH:38]=[CH:37][CH:36]=[CH:35][N:34]=2)=[O:7])=[CH:11][CH:12]=1)#[N:28]. The yield is 0.540. (5) The reactants are [Br:1][C:2]1[CH:7]=[C:6]([CH:8]([CH3:10])[CH3:9])[CH:5]=[CH:4][C:3]=1[OH:11].C(=O)([O-])[O-].[K+].[K+].C(Br)C=C.[CH2:22]([O:25]CC=C)[CH:23]=[CH2:24].C(C1C=C(C(C)C)C=C(Br)C=1O)C=C.ClC1C=C(C=CC=1)C(OO)=O. The catalyst is C1(C)C=C(C)C=C(C)C=1. The product is [Br:1][C:2]1[C:3]2[O:11][CH:23]([CH2:22][OH:25])[CH2:24][C:4]=2[CH:5]=[C:6]([CH:8]([CH3:9])[CH3:10])[CH:7]=1. The yield is 0.170. (6) The reactants are Br[C:2]1[CH:7]=[CH:6][C:5]([Br:8])=[CH:4][CH:3]=1.C1([NH:15][C:16]2[CH:21]=[CH:20][CH:19]=[CH:18][N:17]=2)C=CC=CC=1.CC([O-])(C)C.[Na+].C(Cl)Cl.[C:31]1(C)[CH:36]=[CH:35][CH:34]=[CH:33][CH:32]=1. The catalyst is C([O-])(=O)C.[Pd+2].C([O-])(=O)C.C1C=CC(P(C2C(C3C(P(C4C=CC=CC=4)C4C=CC=CC=4)=CC=C4C=3C=CC=C4)=C3C(C=CC=C3)=CC=2)C2C=CC=CC=2)=CC=1.CO. The product is [Br:8][C:5]1[CH:6]=[CH:7][C:2]([NH:15][C:16]2[C:21]([C:31]3[CH:36]=[CH:35][CH:34]=[CH:33][CH:32]=3)=[CH:20][CH:19]=[CH:18][N:17]=2)=[CH:3][CH:4]=1. The yield is 0.700. (7) The reactants are [C:1]([O:5][C:6]([NH:8][C@@H:9]([CH2:13][C:14]1[CH:19]=[CH:18][C:17]([N+:20]([O-:22])=[O:21])=[CH:16][CH:15]=1)[C:10]([OH:12])=O)=[O:7])([CH3:4])([CH3:3])[CH3:2].C(N(CC)CC)C.ClC(OCC(C)C)=O.[N+:38](=[CH2:40])=[N-:39]. The catalyst is C1COCC1.CCOCC. The product is [C:1]([O:5][C:6](=[O:7])[NH:8][C@@H:9]([CH2:13][C:14]1[CH:19]=[CH:18][C:17]([N+:20]([O-:22])=[O:21])=[CH:16][CH:15]=1)[C:10](=[O:12])[CH:40]=[N+:38]=[N-:39])([CH3:2])([CH3:3])[CH3:4]. The yield is 0.820.